From a dataset of Reaction yield outcomes from USPTO patents with 853,638 reactions. Predict the reaction yield, written as a fraction of the theoretical maximum amount of product (1.0 means a 100% yield; for example, 0.34 means a 34% yield). (1) The reactants are [CH:1]1([C:6]2[N:7]=[CH:8][NH:9][CH:10]=2)[CH2:5][CH2:4][CH2:3][CH2:2]1.[N+:11]([O-])([OH:13])=[O:12].[OH-].[Na+]. The catalyst is S(=O)(=O)(O)O. The product is [CH:1]1([C:6]2[N:7]=[CH:8][NH:9][C:10]=2[N+:11]([O-:13])=[O:12])[CH2:5][CH2:4][CH2:3][CH2:2]1. The yield is 0.770. (2) The reactants are [CH2:1]([C:13]1[CH:17]=[CH:16][S:15][CH:14]=1)[CH2:2][CH2:3][CH2:4][CH2:5][CH2:6][CH2:7][CH2:8][CH2:9][CH2:10][CH2:11][CH3:12].[Li+].CC([N-]C(C)C)C.[CH3:26][Sn:27](Cl)([CH3:29])[CH3:28]. The catalyst is C1COCC1. The product is [CH3:26][Sn:27]([CH3:29])([CH3:28])[C:16]1[S:15][CH:14]=[C:13]([CH2:1][CH2:2][CH2:3][CH2:4][CH2:5][CH2:6][CH2:7][CH2:8][CH2:9][CH2:10][CH2:11][CH3:12])[CH:17]=1. The yield is 0.900. (3) The reactants are I[C:2]1[CH:7]=[CH:6][CH:5]=[CH:4][CH:3]=1.C1(N)CCCCC1N.[CH:16]1[CH:21]=[CH:20][CH:19]=[C:18]2[NH:22][C:23]3[C:24](=[C:25]4[C:33](=[CH:34][CH:35]=3)[C:32]3[C:27](=[CH:28][CH:29]=[CH:30][CH:31]=3)[NH:26]4)[C:17]=12.[O-]P([O-])([O-])=O.[K+].[K+].[K+]. The catalyst is C1(C)C=CC=C(C)C=1.[Cu]I. The product is [C:2]1([N:22]2[C:23]3=[CH:35][CH:34]=[C:33]4[C:25]([NH:26][C:27]5[C:32]4=[CH:31][CH:30]=[CH:29][CH:28]=5)=[C:24]3[C:17]3[C:18]2=[CH:19][CH:20]=[CH:21][CH:16]=3)[CH:7]=[CH:6][CH:5]=[CH:4][CH:3]=1. The yield is 0.980. (4) The reactants are [Cl:1][C:2]1[CH:7]=[CH:6][C:5]([O:8][C:9]2[CH:16]=[CH:15][C:14]([CH2:17]O)=[CH:13][C:10]=2[C:11]#[N:12])=[CH:4][C:3]=1[C:19]([F:22])([F:21])[F:20].S(Cl)([Cl:25])=O. The catalyst is C(Cl)Cl. The product is [Cl:1][C:2]1[CH:7]=[CH:6][C:5]([O:8][C:9]2[CH:16]=[CH:15][C:14]([CH2:17][Cl:25])=[CH:13][C:10]=2[C:11]#[N:12])=[CH:4][C:3]=1[C:19]([F:22])([F:21])[F:20]. The yield is 0.890.